Dataset: Reaction yield outcomes from USPTO patents with 853,638 reactions. Task: Predict the reaction yield, written as a fraction of the theoretical maximum amount of product (1.0 means a 100% yield; for example, 0.34 means a 34% yield). The product is [Cl:15][C:16]1[N:24]=[C:23]2[C:19]([N:20]=[CH:21][NH:22]2)=[C:18]([O:11][C:7]2[C:6]([CH3:12])=[CH:5][C:4]([CH:1]3[CH2:3][CH2:2]3)=[CH:9][C:8]=2[CH3:10])[N:17]=1. The reactants are [CH:1]1([C:4]2[CH:9]=[C:8]([CH3:10])[C:7]([OH:11])=[C:6]([CH3:12])[CH:5]=2)[CH2:3][CH2:2]1.[H-].[Na+].[Cl:15][C:16]1[N:24]=[C:23]2[C:19]([NH:20][CH:21]=[N:22]2)=[C:18](Cl)[N:17]=1. The yield is 0.670. No catalyst specified.